From a dataset of Full USPTO retrosynthesis dataset with 1.9M reactions from patents (1976-2016). Predict the reactants needed to synthesize the given product. (1) Given the product [CH3:18][O:19][C:20]1[C:27]([CH:2]2[CH2:11][CH2:10][C:9]3[C:4](=[CH:5][C:6]([O:12][CH3:13])=[CH:7][CH:8]=3)[C:3]2=[O:14])=[CH:26][C:25]([O:32][CH3:33])=[CH:24][C:21]=1[C:22]#[N:23], predict the reactants needed to synthesize it. The reactants are: Br[C:2]1[CH2:11][CH2:10][C:9]2[C:4](=[CH:5][C:6]([O:12][CH3:13])=[CH:7][CH:8]=2)[C:3]=1[O:14]C(=O)C.[CH3:18][O:19][C:20]1[C:27]([Sn](C)(C)C)=[CH:26][C:25]([O:32][CH3:33])=[CH:24][C:21]=1[C:22]#[N:23].[OH-].[Na+].C([O-])(=O)C.Cl. (2) Given the product [F:10][C:11]1[C:19]([N+:1]([O-:4])=[O:2])=[CH:18][C:14]([C:15]([OH:17])=[O:16])=[C:13]([CH3:20])[CH:12]=1, predict the reactants needed to synthesize it. The reactants are: [N+:1]([O-:4])(O)=[O:2].S(=O)(=O)(O)O.[F:10][C:11]1[CH:19]=[CH:18][C:14]([C:15]([OH:17])=[O:16])=[C:13]([CH3:20])[CH:12]=1. (3) Given the product [Cl:20][C:21]1[N:22]=[C:23]([NH:1][C@H:2]([C:4]2[CH:5]=[C:6]([NH:10][C:11](=[O:19])[C:12]3[CH:17]=[CH:16][CH:15]=[C:14]([CH3:18])[CH:13]=3)[CH:7]=[N:8][CH:9]=2)[CH3:3])[CH:24]=[N:25][CH:26]=1, predict the reactants needed to synthesize it. The reactants are: [NH2:1][C@H:2]([C:4]1[CH:5]=[C:6]([NH:10][C:11](=[O:19])[C:12]2[CH:17]=[CH:16][CH:15]=[C:14]([CH3:18])[CH:13]=2)[CH:7]=[N:8][CH:9]=1)[CH3:3].[Cl:20][C:21]1[CH:26]=[N:25][CH:24]=[C:23](Cl)[N:22]=1.C(=O)([O-])[O-].[K+].[K+]. (4) Given the product [F:88][C:86]([F:87])([F:89])[C:84]1[CH:83]=[C:57]([CH:56]=[C:55]([C:54]([F:91])([F:90])[F:53])[CH:85]=1)[CH2:58][O:59][CH2:60][C@:61]1([C:77]2[CH:78]=[CH:79][CH:80]=[CH:81][CH:82]=2)[CH2:65][CH2:64][C@H:63]([N:66]2[C:74](=[O:75])[C:73]3[C:68](=[CH:69][CH:70]=[CH:71][CH:72]=3)[C:67]2=[O:76])[CH2:62]1, predict the reactants needed to synthesize it. The reactants are: N(C(OCC)=O)=NC(OCC)=O.C1(=O)NC(=O)C2=CC=CC=C12.FC(F)(F)C1C=C(C=C(C(F)(F)F)C=1)COCC1(C2C=CC=CC=2)CCC(O)C1.[F:53][C:54]([F:91])([F:90])[C:55]1[CH:56]=[C:57]([CH:83]=[C:84]([C:86]([F:89])([F:88])[F:87])[CH:85]=1)[CH2:58][O:59][CH2:60][C:61]1([C:77]2[CH:82]=[CH:81][CH:80]=[CH:79][CH:78]=2)[CH2:65][CH2:64][CH:63]([N:66]2[C:74](=[O:75])[C:73]3[C:68](=[CH:69][CH:70]=[CH:71][CH:72]=3)[C:67]2=[O:76])[CH2:62]1. (5) Given the product [CH3:21][C:18]([CH3:22])([CH2:17][CH2:16][CH2:15][CH2:14][CH2:13][CH:2]([OH:1])[CH2:3][CH2:4][CH2:5][CH2:6][CH2:7][C:8]([CH3:12])([CH3:11])[CH2:9][OH:10])[CH2:19][OH:20], predict the reactants needed to synthesize it. The reactants are: [O:1]=[C:2]([CH2:13][CH2:14][CH2:15][CH2:16][CH2:17][C:18]([CH3:22])([CH3:21])[CH2:19][OH:20])[CH2:3][CH2:4][CH2:5][CH2:6][CH2:7][C:8]([CH3:12])([CH3:11])[CH2:9][OH:10].[BH4-].[Na+].C(OCC)(=O)C.Cl.